Dataset: Reaction yield outcomes from USPTO patents with 853,638 reactions. Task: Predict the reaction yield, written as a fraction of the theoretical maximum amount of product (1.0 means a 100% yield; for example, 0.34 means a 34% yield). (1) The reactants are [Cl:1][C:2]1[C:7]([F:8])=[CH:6][C:5]([CH3:9])=[CH:4][N:3]=1.[Br:10]N1C(=O)CCC1=O.C(OOC(=O)C1C=CC=CC=1)(=O)C1C=CC=CC=1. The catalyst is C(Cl)(Cl)(Cl)Cl. The product is [Br:10][CH2:9][C:5]1[CH:6]=[C:7]([F:8])[C:2]([Cl:1])=[N:3][CH:4]=1. The yield is 0.510. (2) The reactants are [Cl:1][C:2]1[CH:23]=[C:22]([C:24]([F:27])([F:26])[F:25])[CH:21]=[CH:20][C:3]=1[CH2:4][N:5]1[C:9](/[CH:10]=[CH:11]/[C:12](O)=[O:13])=[CH:8][C:7]([O:15][CH2:16][CH:17]2[CH2:19][CH2:18]2)=[N:6]1.[CH3:28][CH:29]([CH3:36])[CH2:30][CH2:31][S:32]([NH2:35])(=[O:34])=[O:33].N12CCCN=C1CCCCC2.Cl. The catalyst is CN(C)C=O.O. The product is [Cl:1][C:2]1[CH:23]=[C:22]([C:24]([F:27])([F:25])[F:26])[CH:21]=[CH:20][C:3]=1[CH2:4][N:5]1[C:9](/[CH:10]=[CH:11]/[C:12]([NH:35][S:32]([CH2:31][CH2:30][CH:29]([CH3:36])[CH3:28])(=[O:34])=[O:33])=[O:13])=[CH:8][C:7]([O:15][CH2:16][CH:17]2[CH2:19][CH2:18]2)=[N:6]1. The yield is 0.620. (3) The reactants are [N:1]([C:4]1[CH:9]=[CH:8][CH:7]=[CH:6][N:5]=1)=[C:2]=[O:3].[H-].[Na+].[C:12]1([CH2:18][NH:19][C:20]([CH:22]([C:28](OCC)=[O:29])[C:23]([O:25][CH2:26][CH3:27])=[O:24])=[O:21])[CH:17]=[CH:16][CH:15]=[CH:14][CH:13]=1. The catalyst is O1CCOCC1.ClCCl. The product is [OH:29][C:28]1[N:1]([C:4]2[CH:9]=[CH:8][CH:7]=[CH:6][N:5]=2)[C:2](=[O:3])[N:19]([CH2:18][C:12]2[CH:13]=[CH:14][CH:15]=[CH:16][CH:17]=2)[C:20](=[O:21])[C:22]=1[C:23]([O:25][CH2:26][CH3:27])=[O:24]. The yield is 0.120. (4) The catalyst is CN(C)C=O.O. The product is [C:1]([C:3]1[CH:4]=[C:5]2[C:10](=[CH:11][C:12]=1[O:13][C:14]1[CH:15]=[CH:16][C:17]([C:18]([NH:49][C:50]3[CH:59]=[C:58]4[C:53]([CH2:54][CH2:55][N:56]([C:60]([O:62][C:63]([CH3:66])([CH3:65])[CH3:64])=[O:61])[CH2:57]4)=[CH:52][CH:51]=3)=[O:20])=[CH:21][CH:22]=1)[O:9][CH2:8][CH2:7][CH:6]2[C:23]([O:25][CH3:26])=[O:24])#[N:2]. The yield is 0.590. The reactants are [C:1]([C:3]1[CH:4]=[C:5]2[C:10](=[CH:11][C:12]=1[O:13][C:14]1[CH:22]=[CH:21][C:17]([C:18]([OH:20])=O)=[CH:16][CH:15]=1)[O:9][CH2:8][CH2:7][CH:6]2[C:23]([O:25][CH3:26])=[O:24])#[N:2].C1C=NC2N(O)N=NC=2C=1.Cl.C(N=C=NCCCN(C)C)C.[NH2:49][C:50]1[CH:59]=[C:58]2[C:53]([CH2:54][CH2:55][N:56]([C:60]([O:62][C:63]([CH3:66])([CH3:65])[CH3:64])=[O:61])[CH2:57]2)=[CH:52][CH:51]=1. (5) The reactants are [C:1](Cl)(=[O:5])C(Cl)=O.[CH3:7][C:8]1[C:9]([C:22]2[CH:27]=[CH:26][C:25]([S:28](=[O:31])(=[O:30])[NH2:29])=[CH:24][CH:23]=2)=[C:10]([C:19]([OH:21])=O)[S:11][C:12]=1[N:13]1[CH2:18][CH2:17][O:16][CH2:15][CH2:14]1.[CH2:32]([N:34]([CH2:37]C)[CH2:35]C)C.[CH3:39][N:40](C=O)C. The catalyst is ClCCl. The product is [CH3:32][N:34]([CH:37]=[N:29][S:28]([C:25]1[CH:24]=[CH:23][C:22]([C:9]2[C:8]([CH3:7])=[C:12]([N:13]3[CH2:14][CH2:15][O:16][CH2:17][CH2:18]3)[S:11][C:10]=2[C:19]([N:40]([O:5][CH3:1])[CH3:39])=[O:21])=[CH:27][CH:26]=1)(=[O:30])=[O:31])[CH3:35]. The yield is 0.530. (6) The reactants are [C:1]([NH:9][C:10]1[CH:15]=[CH:14][C:13]([CH:16]([CH2:20][CH:21]2[CH2:25][CH2:24][CH2:23][CH2:22]2)[C:17]([OH:19])=O)=[CH:12][CH:11]=1)(=[O:8])[C:2]1[CH:7]=[CH:6][CH:5]=[CH:4][CH:3]=1.F[P-](F)(F)(F)(F)F.N1(O[P+](N(C)C)(N(C)C)N(C)C)C2C=CC=CC=2N=N1.[NH2:53][C:54]1[S:55][CH:56]=[CH:57][N:58]=1.C(N(CC)C(C)C)(C)C. The catalyst is C(Cl)Cl.O. The product is [CH:21]1([CH2:20][CH:16]([C:13]2[CH:14]=[CH:15][C:10]([NH:9][C:1](=[O:8])[C:2]3[CH:7]=[CH:6][CH:5]=[CH:4][CH:3]=3)=[CH:11][CH:12]=2)[C:17](=[O:19])[NH:53][C:54]2[S:55][CH:56]=[CH:57][N:58]=2)[CH2:25][CH2:24][CH2:23][CH2:22]1. The yield is 0.950.